From a dataset of Full USPTO retrosynthesis dataset with 1.9M reactions from patents (1976-2016). Predict the reactants needed to synthesize the given product. (1) Given the product [Cl:2][C:3]1[CH:8]=[CH:7][C:6]([C@@H:9]2[CH2:13][N:12]([C:25]([O:27][C:28]([CH3:31])([CH3:30])[CH3:29])=[O:26])[CH2:11][C@H:10]2[C:14]([O:16][CH3:17])=[O:15])=[CH:5][CH:4]=1, predict the reactants needed to synthesize it. The reactants are: Cl.[Cl:2][C:3]1[CH:8]=[CH:7][C:6]([C@@H:9]2[CH2:13][NH:12][CH2:11][C@H:10]2[C:14]([O:16][CH3:17])=[O:15])=[CH:5][CH:4]=1.C(N(CC)CC)C.[C:25](O[C:25]([O:27][C:28]([CH3:31])([CH3:30])[CH3:29])=[O:26])([O:27][C:28]([CH3:31])([CH3:30])[CH3:29])=[O:26]. (2) The reactants are: [CH3:1][N:2]1[CH2:7][CH2:6][N:5]([C:8]2[C:9]([CH2:14][O:15][C:16]3[CH:24]=[CH:23][C:19]([C:20](O)=[O:21])=[CH:18][CH:17]=3)=[N:10][CH:11]=[CH:12][CH:13]=2)[CH2:4][CH2:3]1.O=S(Cl)[Cl:27]. Given the product [CH3:1][N:2]1[CH2:7][CH2:6][N:5]([C:8]2[C:9]([CH2:14][O:15][C:16]3[CH:24]=[CH:23][C:19]([C:20]([Cl:27])=[O:21])=[CH:18][CH:17]=3)=[N:10][CH:11]=[CH:12][CH:13]=2)[CH2:4][CH2:3]1, predict the reactants needed to synthesize it.